Dataset: Full USPTO retrosynthesis dataset with 1.9M reactions from patents (1976-2016). Task: Predict the reactants needed to synthesize the given product. (1) The reactants are: [NH:1]1[C:9]2[CH:8]=[CH:7][CH:6]=[C:5]3[CH2:10][CH2:11][N:12]([C:14]([O:16][C:17]([CH3:20])([CH3:19])[CH3:18])=[O:15])[CH2:13][C:3]([C:4]=23)=[CH:2]1.C(O)(=O)C.C([BH3-])#N.[Na+].[OH-].[Na+]. Given the product [NH:1]1[C:9]2[CH:8]=[CH:7][CH:6]=[C:5]3[CH2:10][CH2:11][N:12]([C:14]([O:16][C:17]([CH3:20])([CH3:19])[CH3:18])=[O:15])[CH2:13][CH:3]([C:4]=23)[CH2:2]1, predict the reactants needed to synthesize it. (2) The reactants are: [F:1][C:2]1[CH:7]=[C:6]([C:8]2[CH:13]=[CH:12][C:11]([CH2:14][NH2:15])=[CH:10][N:9]=2)[CH:5]=[CH:4][N:3]=1.[N:16]1[CH:21]=[CH:20][N:19]=[CH:18][C:17]=1[C:22]1[CH:30]=[CH:29][C:25]([C:26](O)=[O:27])=[CH:24][CH:23]=1.CN(C(ON1N=NC2C=CC=NC1=2)=[N+](C)C)C.F[P-](F)(F)(F)(F)F.C(N(CC)C(C)C)(C)C. Given the product [F:1][C:2]1[CH:7]=[C:6]([C:8]2[CH:13]=[CH:12][C:11]([CH2:14][NH:15][C:26](=[O:27])[C:25]3[CH:24]=[CH:23][C:22]([C:17]4[CH:18]=[N:19][CH:20]=[CH:21][N:16]=4)=[CH:30][CH:29]=3)=[CH:10][N:9]=2)[CH:5]=[CH:4][N:3]=1, predict the reactants needed to synthesize it.